This data is from Catalyst prediction with 721,799 reactions and 888 catalyst types from USPTO. The task is: Predict which catalyst facilitates the given reaction. (1) Reactant: [CH3:1][O:2][C:3]([C:5]1[CH:10]=[CH:9][C:8](Br)=[C:7]([Cl:12])[N:6]=1)=[O:4].Cl.[F:14][C:15]1([F:20])[CH2:19][CH2:18][NH:17][CH2:16]1.C1C=CC(P(C2C=CC3C(=CC=CC=3)C=2C2C3C(=CC=CC=3)C=CC=2P(C2C=CC=CC=2)C2C=CC=CC=2)C2C=CC=CC=2)=CC=1.C(=O)([O-])[O-].[Cs+].[Cs+]. Product: [CH3:1][O:2][C:3]([C:5]1[CH:10]=[CH:9][C:8]([N:17]2[CH2:18][CH2:19][C:15]([F:20])([F:14])[CH2:16]2)=[C:7]([Cl:12])[N:6]=1)=[O:4]. The catalyst class is: 11. (2) Reactant: [Na:1].[S:2]([O-:6])([O-:5])(=[O:4])=[O:3].[CH2:7]1[O:9][CH2:8]1.[C:10]([OH:15])(=[O:14])[C:11]([CH3:13])=[CH2:12].[CH2:16]=[CH:17][C:18]1[CH:23]=[CH:22][CH:21]=[CH:20][CH:19]=1.S(OOS([O-])(=O)=O)([O-])(=O)=O.[NH4+].[NH4+]. Product: [CH:16]([CH2:12][C:11](=[CH2:13])[C:10]([OH:15])=[O:14])=[CH:17][C:18]1[CH:23]=[CH:22][CH:21]=[CH:20][CH:19]=1.[Na:1].[S:2]([O-:6])([O-:5])(=[O:4])=[O:3].[CH2:8]1[O:9][CH2:7]1.[C:10]([OH:15])(=[O:14])[C:11]([CH3:13])=[CH2:12]. The catalyst class is: 6. (3) Reactant: [OH:1][C:2]1[CH:3]=[N:4][CH:5]=[C:6]([CH:11]=1)[C:7]([O:9][CH3:10])=[O:8].[CH2:12](Br)[C:13]1[CH:18]=[CH:17][CH:16]=[CH:15][CH:14]=1.C(=O)([O-])[O-].[K+].[K+]. Product: [CH2:12]([O:1][C:2]1[CH:3]=[N:4][CH:5]=[C:6]([CH:11]=1)[C:7]([O:9][CH3:10])=[O:8])[C:13]1[CH:18]=[CH:17][CH:16]=[CH:15][CH:14]=1. The catalyst class is: 9. (4) Reactant: [NH2:1][CH:2]([C:6]([F:9])([F:8])[F:7])[C:3]([OH:5])=[O:4].C[N+](C)(C)C.[C:15](O[C:15]([O:17][C:18]([CH3:21])([CH3:20])[CH3:19])=[O:16])([O:17][C:18]([CH3:21])([CH3:20])[CH3:19])=[O:16]. Product: [C:18]([O:17][C:15]([NH:1][CH:2]([C:6]([F:9])([F:8])[F:7])[C:3]([OH:5])=[O:4])=[O:16])([CH3:21])([CH3:20])[CH3:19]. The catalyst class is: 10. (5) Reactant: [F:1][C:2]1[C:7]([F:8])=[CH:6][CH:5]=[CH:4][C:3]=1[C:9]1(O)[CH2:15][CH2:14][CH:13]=[CH:12][CH2:11][CH2:10]1.C([SiH](CC)CC)C.C(O)(C(F)(F)F)=O.CCCCCC. Product: [F:1][C:2]1[C:7]([F:8])=[CH:6][CH:5]=[CH:4][C:3]=1[CH:9]1[CH2:15][CH2:14][CH:13]=[CH:12][CH2:11][CH2:10]1. The catalyst class is: 2. (6) Reactant: [F:1][C:2]([F:11])([F:10])[C:3]([C:5]1[NH:6][CH:7]=[CH:8][CH:9]=1)=[O:4].CN(C=O)C.[H-].[Na+].[CH3:19][C:20]1[CH:21]=[C:22]([CH:25]=[CH:26][C:27]=1[N+:28]([O-:30])=[O:29])[CH2:23]Cl. Product: [CH3:19][C:20]1[CH:21]=[C:22]([CH:25]=[CH:26][C:27]=1[N+:28]([O-:30])=[O:29])[CH2:23][N:6]1[CH:7]=[CH:8][CH:9]=[C:5]1[C:3](=[O:4])[C:2]([F:1])([F:10])[F:11]. The catalyst class is: 13. (7) Reactant: [Cl:1][C:2]1[CH:3]=[CH:4][C:5]([C@@:8]([NH:27][S@](C(C)(C)C)=O)([C:16]2[CH:21]=[C:20]([C:22]([F:25])([F:24])[F:23])[CH:19]=[C:18]([F:26])[CH:17]=2)[CH2:9][C:10]2[S:11][CH:12]=[C:13]([CH3:15])[N:14]=2)=[N:6][CH:7]=1.Cl.[CH:35]1([N:40]=[C:41]=[O:42])[CH2:39][CH2:38][CH2:37][CH2:36]1.C(O)(=O)CC(CC(O)=O)(C(O)=O)O. Product: [Cl:1][C:2]1[CH:3]=[CH:4][C:5]([C@@:8]([NH:27][C:41]([NH:40][CH:35]2[CH2:39][CH2:38][CH2:37][CH2:36]2)=[O:42])([C:16]2[CH:21]=[C:20]([C:22]([F:24])([F:23])[F:25])[CH:19]=[C:18]([F:26])[CH:17]=2)[CH2:9][C:10]2[S:11][CH:12]=[C:13]([CH3:15])[N:14]=2)=[N:6][CH:7]=1. The catalyst class is: 5. (8) Reactant: [CH3:13][C:12]([O:11][C:9](O[C:9]([O:11][C:12]([CH3:15])([CH3:14])[CH3:13])=[O:10])=[O:10])([CH3:15])[CH3:14].[NH2:16][C@H:17]1[CH2:22][CH2:21][C@H:20]([NH2:23])[CH2:19][CH2:18]1. The catalyst class is: 5. Product: [C:12]([O:11][C:9](=[O:10])[NH:16][CH:17]1[CH2:22][CH2:21][CH:20]([NH2:23])[CH2:19][CH2:18]1)([CH3:13])([CH3:14])[CH3:15]. (9) Reactant: [H-].[Na+].[OH:3][CH:4]1[CH2:9][CH2:8][N:7]([CH3:10])[CH2:6][CH2:5]1.[Br:11][C:12]1[CH:13]=[C:14]([O:19][CH3:20])[CH:15]=[C:16](F)[CH:17]=1.O. Product: [Br:11][C:12]1[CH:17]=[C:16]([CH:15]=[C:14]([O:19][CH3:20])[CH:13]=1)[O:3][CH:4]1[CH2:9][CH2:8][N:7]([CH3:10])[CH2:6][CH2:5]1. The catalyst class is: 3.